Dataset: Reaction yield outcomes from USPTO patents with 853,638 reactions. Task: Predict the reaction yield, written as a fraction of the theoretical maximum amount of product (1.0 means a 100% yield; for example, 0.34 means a 34% yield). (1) The reactants are [C:1]([C:4]1[CH:9]=[CH:8][C:7]([CH2:10][CH2:11][C:12]([OH:14])=[O:13])=[CH:6][CH:5]=1)([OH:3])=[O:2].S(Cl)(Cl)=O.[CH3:19]O. The product is [CH3:19][O:13][C:12](=[O:14])[CH2:11][CH2:10][C:7]1[CH:8]=[CH:9][C:4]([C:1]([OH:3])=[O:2])=[CH:5][CH:6]=1. No catalyst specified. The yield is 0.840. (2) The reactants are [Br:1][C:2]1[CH:3]=[C:4]([NH:10][C:11]2[N:16]=[CH:15][C:14]([N:17]3[CH2:22][CH2:21][N:20](C(OC(C)(C)C)=O)[C@H:19]([CH3:30])[CH2:18]3)=[CH:13][CH:12]=2)[C:5](=[O:9])[N:6]([CH3:8])[CH:7]=1.FC(F)(F)C(O)=O.[OH-].[Na+]. The catalyst is ClCCl. The product is [Br:1][C:2]1[CH:3]=[C:4]([NH:10][C:11]2[CH:12]=[CH:13][C:14]([N:17]3[CH2:22][CH2:21][NH:20][C@H:19]([CH3:30])[CH2:18]3)=[CH:15][N:16]=2)[C:5](=[O:9])[N:6]([CH3:8])[CH:7]=1. The yield is 0.610. (3) The reactants are I[C:2]1[CH:7]=[CH:6][C:5]([NH:8][C:9]2[S:10][C:11]3[CH:17]=[C:16]([Cl:18])[CH:15]=[CH:14][C:12]=3[N:13]=2)=[C:4]([F:19])[CH:3]=1.B1(B2OC(C)(C)C(C)(C)O2)OC(C)(C)C(C)(C)O1.CC([O-])=O.[K+].Br[C:44]1[CH:59]=[CH:58][C:47]([C:48]([C@@H:50]2[CH2:54][CH2:53][CH2:52][C@H:51]2[C:55]([OH:57])=[O:56])=[O:49])=[CH:46][CH:45]=1.C([O-])([O-])=O.[Cs+].[Cs+]. The catalyst is CN(C=O)C.O.C1C=CC(P(C2C=CC=CC=2)[C-]2C=CC=C2)=CC=1.C1C=CC(P(C2C=CC=CC=2)[C-]2C=CC=C2)=CC=1.Cl[Pd]Cl.[Fe+2]. The product is [Cl:18][C:16]1[CH:15]=[CH:14][C:12]2[N:13]=[C:9]([NH:8][C:5]3[CH:6]=[CH:7][C:2]([C:44]4[CH:45]=[CH:46][C:47]([C:48]([C@@H:50]5[CH2:54][CH2:53][CH2:52][C@H:51]5[C:55]([OH:57])=[O:56])=[O:49])=[CH:58][CH:59]=4)=[CH:3][C:4]=3[F:19])[S:10][C:11]=2[CH:17]=1. The yield is 0.600. (4) The reactants are C([NH:8][CH:9]1[C@:16]([CH3:18])([OH:17])[C:13]2([CH2:15][CH2:14]2)[O:12][C@@H:11]([C:19]2[CH:24]=[CH:23][N:22]=[CH:21][C:20]=2[N+:25]([O-])=O)[CH2:10]1)C1C=CC=CC=1.[CH3:28][C:29]([O:32][C:33](O[C:36]([O:38][C:39]([CH3:42])([CH3:41])[CH3:40])=[O:37])=[O:34])([CH3:31])[CH3:30]. The catalyst is CO. The product is [NH2:25][C:20]1[CH:21]=[N:22][CH:23]=[CH:24][C:19]=1[C@H:11]1[CH2:10][C@H:9]([NH:8][C:33](=[O:34])[O:32][C:29]([CH3:31])([CH3:30])[CH3:28])[C@@:16]([OH:17])([CH3:18])[C:13]2([CH2:14][CH2:15]2)[O:12]1.[NH2:25][C:20]1[CH:21]=[N:22][CH:23]=[CH:24][C:19]=1[C@@H:11]1[CH2:10][C@H:9]([NH:8][C:36](=[O:37])[O:38][C:39]([CH3:40])([CH3:41])[CH3:42])[C@:16]([OH:17])([CH3:18])[C:13]2([CH2:15][CH2:14]2)[O:12]1.[NH2:25][C:20]1[CH:21]=[N:22][CH:23]=[CH:24][C:19]=1[C@@H:11]1[CH2:10][C@@H:9]([NH:8][C:33](=[O:34])[O:32][C:29]([CH3:31])([CH3:30])[CH3:28])[C@:16]([OH:17])([CH3:18])[C:13]2([CH2:14][CH2:15]2)[O:12]1.[NH2:25][C:20]1[CH:21]=[N:22][CH:23]=[CH:24][C:19]=1[C@H:11]1[CH2:10][C@@H:9]([NH:8][C:33](=[O:34])[O:32][C:29]([CH3:31])([CH3:30])[CH3:28])[C@@:16]([OH:17])([CH3:18])[C:13]2([CH2:14][CH2:15]2)[O:12]1. The yield is 0.190. (5) The reactants are [O:1]1[CH2:6][CH2:5][CH:4]([C:7]([NH:9][C:10]2[CH:15]=[C:14]([C:16]3[S:17][CH:18]=[CH:19][CH:20]=3)[CH:13]=[CH:12][C:11]=2[NH:21]C(=O)OC(C)(C)C)=[O:8])[CH2:3][CH2:2]1.FC(F)(F)C(O)=O. The catalyst is ClCCl. The product is [NH2:21][C:11]1[CH:12]=[CH:13][C:14]([C:16]2[S:17][CH:18]=[CH:19][CH:20]=2)=[CH:15][C:10]=1[NH:9][C:7]([CH:4]1[CH2:5][CH2:6][O:1][CH2:2][CH2:3]1)=[O:8]. The yield is 0.860.